Dataset: Full USPTO retrosynthesis dataset with 1.9M reactions from patents (1976-2016). Task: Predict the reactants needed to synthesize the given product. (1) Given the product [C:1]([C:5]1[N:6]=[C:7]2[C:12]([C:13]([F:16])([F:15])[F:14])=[CH:11][CH:10]=[CH:9][N:8]2[C:17]=1[C:18]1[CH:19]=[C:20]([CH:21]=[CH:22][CH:23]=1)[O:24][C:26]1[CH:27]=[C:28]([S:32]([CH2:35][CH2:36][CH2:37][OH:38])(=[O:34])=[O:33])[CH:29]=[CH:30][CH:31]=1)([CH3:4])([CH3:2])[CH3:3], predict the reactants needed to synthesize it. The reactants are: [C:1]([C:5]1[N:6]=[C:7]2[C:12]([C:13]([F:16])([F:15])[F:14])=[CH:11][CH:10]=[CH:9][N:8]2[C:17]=1[C:18]1[CH:19]=[C:20]([OH:24])[CH:21]=[CH:22][CH:23]=1)([CH3:4])([CH3:3])[CH3:2].Br[C:26]1[CH:27]=[C:28]([S:32]([CH2:35][CH2:36][CH2:37][OH:38])(=[O:34])=[O:33])[CH:29]=[CH:30][CH:31]=1. (2) Given the product [CH2:1]([O:8][C:9]1[CH:14]=[C:13]([O:15][CH2:16][C:17]2[CH:22]=[CH:21][CH:20]=[CH:19][CH:18]=2)[CH:12]=[CH:11][C:10]=1[C:23]1[NH:27][C:26]2[CH:28]=[C:29]([C:31]([O:33][CH3:34])=[O:32])[S:30][C:25]=2[C:24]=1[CH:43]1[CH2:42][CH2:41][CH2:40][CH:39]=[CH:38]1)[C:2]1[CH:3]=[CH:4][CH:5]=[CH:6][CH:7]=1, predict the reactants needed to synthesize it. The reactants are: [CH2:1]([O:8][C:9]1[CH:14]=[C:13]([O:15][CH2:16][C:17]2[CH:22]=[CH:21][CH:20]=[CH:19][CH:18]=2)[CH:12]=[CH:11][C:10]=1[C:23]1[NH:27][C:26]2[CH:28]=[C:29]([C:31]([O:33][CH3:34])=[O:32])[S:30][C:25]=2[CH:24]=1)[C:2]1[CH:7]=[CH:6][CH:5]=[CH:4][CH:3]=1.[H-].[Na+].Br[CH:38]1[CH2:43][CH2:42][CH2:41][CH:40]=[CH:39]1.C(OCC)(=O)C. (3) Given the product [C:28]([O:32][C:33]([NH:35][C@:36]([CH2:48][CH3:49])([CH:37]=[CH:8][C:4]1[N:3]([CH3:2])[CH:7]=[CH:6][CH:5]=1)[CH2:39][O:40][C:41](=[O:47])[CH2:42][CH2:43][CH2:44][CH2:45][CH3:46])=[O:34])([CH3:30])([CH3:31])[CH3:29], predict the reactants needed to synthesize it. The reactants are: [I-].[CH3:2][N:3]1[CH:7]=[CH:6][CH:5]=[C:4]1[CH2:8][P+](C1C=CC=CC=1)(C1C=CC=CC=1)C1C=CC=CC=1.[C:28]([O:32][C:33]([NH:35][C@@:36]([CH2:48][CH3:49])([CH2:39][O:40][C:41](=[O:47])[CH2:42][CH2:43][CH2:44][CH2:45][CH3:46])[CH:37]=O)=[O:34])([CH3:31])([CH3:30])[CH3:29]. (4) Given the product [CH3:27][O:28][C:29]([CH:31]1[CH2:34][N:33]([CH2:2][C:3]2[CH:26]=[CH:25][C:6]([CH2:7][S:8][C:9]3[CH:14]=[CH:13][C:12]([C:15]4[CH:20]=[CH:19][CH:18]=[CH:17][CH:16]=4)=[C:11]([C:21]([F:24])([F:23])[F:22])[CH:10]=3)=[CH:5][CH:4]=2)[CH2:32]1)=[O:30], predict the reactants needed to synthesize it. The reactants are: Br[CH2:2][C:3]1[CH:26]=[CH:25][C:6]([CH2:7][S:8][C:9]2[CH:14]=[CH:13][C:12]([C:15]3[CH:20]=[CH:19][CH:18]=[CH:17][CH:16]=3)=[C:11]([C:21]([F:24])([F:23])[F:22])[CH:10]=2)=[CH:5][CH:4]=1.[CH3:27][O:28][C:29]([CH:31]1[CH2:34][NH:33][CH2:32]1)=[O:30].CCN(C(C)C)C(C)C. (5) The reactants are: [Cl:1][C:2]1[CH:30]=[CH:29][C:5]([O:6][C:7]2[CH:12]=[CH:11][C:10]([N:13]3[CH:17]([C:18]4[CH:23]=[CH:22][CH:21]=[C:20]([C:24]([F:27])([F:26])[F:25])[CH:19]=4)[CH2:16][NH:15][C:14]3=[O:28])=[CH:9][CH:8]=2)=[CH:4][CH:3]=1.I[C:32]1[CH:37]=[CH:36][C:35]([O:38][CH3:39])=[CH:34][CH:33]=1.[O-]P([O-])([O-])=O.[K+].[K+].[K+]. Given the product [Cl:1][C:2]1[CH:3]=[CH:4][C:5]([O:6][C:7]2[CH:8]=[CH:9][C:10]([N:13]3[CH:17]([C:18]4[CH:23]=[CH:22][CH:21]=[C:20]([C:24]([F:26])([F:25])[F:27])[CH:19]=4)[CH2:16][N:15]([C:32]4[CH:37]=[CH:36][C:35]([O:38][CH3:39])=[CH:34][CH:33]=4)[C:14]3=[O:28])=[CH:11][CH:12]=2)=[CH:29][CH:30]=1, predict the reactants needed to synthesize it. (6) Given the product [CH2:27]([NH:29][C:30](=[O:31])[NH:32][C:33]1[N:34]=[CH:35][C:36]([C:2]2[CH:7]=[C:6]([O:8][CH:9]([CH3:11])[CH3:10])[N:5]=[C:4]([C:12]([O:14][CH3:15])=[O:13])[CH:3]=2)=[C:37]([C:39]2[S:40][CH:41]=[C:42]([C:44]([F:47])([F:46])[F:45])[N:43]=2)[CH:38]=1)[CH3:28], predict the reactants needed to synthesize it. The reactants are: Cl[C:2]1[CH:7]=[C:6]([O:8][CH:9]([CH3:11])[CH3:10])[N:5]=[C:4]([C:12]([O:14][CH3:15])=[O:13])[CH:3]=1.O1CCOCC1.C(=O)(O)[O-].[Na+].[CH2:27]([NH:29][C:30]([NH:32][C:33]1[CH:38]=[C:37]([C:39]2[S:40][CH:41]=[C:42]([C:44]([F:47])([F:46])[F:45])[N:43]=2)[C:36](B2OC(C)(C)C(C)(C)O2)=[CH:35][N:34]=1)=[O:31])[CH3:28]. (7) Given the product [CH3:1][O:2][C:3](=[O:30])[CH:4]([NH:12][CH2:13][C:14]#[CH:15])[CH2:5][C:6]1[CH:11]=[CH:10][CH:9]=[CH:8][CH:7]=1, predict the reactants needed to synthesize it. The reactants are: [CH3:1][O:2][C:3](=[O:30])[CH:4]([N:12](S(C1C(C)=CC(OC)=C(C)C=1C)(=O)=O)[CH2:13][C:14]#[CH:15])[CH2:5][C:6]1[CH:11]=[CH:10][CH:9]=[CH:8][CH:7]=1.CSCC.